Dataset: Catalyst prediction with 721,799 reactions and 888 catalyst types from USPTO. Task: Predict which catalyst facilitates the given reaction. (1) Reactant: [CH3:1][C:2]1[CH:7]=[C:6]([C:8]([OH:10])=O)[CH:5]=[CH:4][N:3]=1.C(Cl)CCl.C1C=CC2N(O)N=NC=2C=1.CCN(C(C)C)C(C)C.Cl.[CH3:35][C:36]1[C:44]2[C:43]([N:45]3[CH2:50][CH2:49][CH:48]([NH2:51])[CH2:47][CH2:46]3)=[N:42][CH:41]=[N:40][C:39]=2[NH:38][CH:37]=1. Product: [CH3:1][C:2]1[CH:7]=[C:6]([C:8]([NH:51][CH:48]2[CH2:47][CH2:46][N:45]([C:43]3[C:44]4[C:36]([CH3:35])=[CH:37][NH:38][C:39]=4[N:40]=[CH:41][N:42]=3)[CH2:50][CH2:49]2)=[O:10])[CH:5]=[CH:4][N:3]=1. The catalyst class is: 2. (2) Reactant: [F:1][C:2]1[CH:22]=[CH:21][C:5]([CH2:6][CH2:7][NH:8][C:9](=O)[C:10]2[CH:15]=[CH:14][C:13]([C:16]([F:19])([F:18])[F:17])=[CH:12][CH:11]=2)=[CH:4][CH:3]=1.O=P12OP3(OP(OP(O3)(O1)=O)(=O)O2)=O.C(OCC)(=O)C.[OH-].[K+]. Product: [F:1][C:2]1[CH:22]=[C:21]2[C:5]([CH2:6][CH2:7][N:8]=[C:9]2[C:10]2[CH:15]=[CH:14][C:13]([C:16]([F:19])([F:18])[F:17])=[CH:12][CH:11]=2)=[CH:4][CH:3]=1. The catalyst class is: 6. (3) Reactant: [F:1][C:2]1([F:15])[O:6][C:5]2[CH:7]=[C:8]([N+:12]([O-])=O)[C:9]([NH2:11])=[CH:10][C:4]=2[O:3]1. Product: [F:15][C:2]1([F:1])[O:3][C:4]2[CH:10]=[C:9]([NH2:11])[C:8]([NH2:12])=[CH:7][C:5]=2[O:6]1. The catalyst class is: 94. (4) Reactant: [CH3:1][C:2]1[N:7]=[CH:6][C:5]([C:8]([NH:10][C:11]2[C:12]([C:22]([OH:24])=O)=[N:13][N:14]([CH:16]3[CH2:21][CH2:20][CH2:19][CH2:18][O:17]3)[CH:15]=2)=[O:9])=[CH:4][CH:3]=1.Cl.[F:26][C:27]([F:32])([F:31])[CH2:28][CH2:29][NH2:30].CCN=C=NCCCN(C)C.C1C=CC2N(O)N=NC=2C=1.C(N(CC)CC)C.C(=O)([O-])O.[Na+]. Product: [CH3:1][C:2]1[CH:3]=[CH:4][C:5]([C:8]([NH:10][C:11]2[C:12]([C:22]([NH:30][CH2:29][CH2:28][C:27]([F:32])([F:31])[F:26])=[O:24])=[N:13][N:14]([CH:16]3[CH2:21][CH2:20][CH2:19][CH2:18][O:17]3)[CH:15]=2)=[O:9])=[CH:6][N:7]=1. The catalyst class is: 3. (5) Reactant: [CH3:1][Si](C=[N+]=[N-])(C)C.[CH2:8]([O:15][C:16]([C:18]12[CH2:25][CH2:24][C:21]([C:26]([OH:28])=[O:27])([CH2:22][CH2:23]1)[O:20][CH2:19]2)=[O:17])[C:9]1[CH:14]=[CH:13][CH:12]=[CH:11][CH:10]=1. Product: [C:21]12([C:26]([O:28][CH3:1])=[O:27])[CH2:24][CH2:25][C:18]([C:16]([O:15][CH2:8][C:9]3[CH:14]=[CH:13][CH:12]=[CH:11][CH:10]=3)=[O:17])([CH2:23][CH2:22]1)[CH2:19][O:20]2. The catalyst class is: 224. (6) Reactant: [CH2:1]([O:3][C:4]([C:6]1[S:10][C:9]([CH3:11])=[N:8][C:7]=1[NH:12][CH2:13][C:14]1[CH:19]=[CH:18][CH:17]=[CH:16][CH:15]=1)=[O:5])[CH3:2].ClS([N:24]=[C:25]=[O:26])(=O)=O. Product: [CH2:1]([O:3][C:4]([C:6]1[S:10][C:9]([CH3:11])=[N:8][C:7]=1[N:12]([CH2:13][C:14]1[CH:15]=[CH:16][CH:17]=[CH:18][CH:19]=1)[C:25]([NH2:24])=[O:26])=[O:5])[CH3:2]. The catalyst class is: 2. (7) Reactant: [I-].[CH3:2][S+](C)(C)=O.[OH-].[Na+].[O:9]1[CH2:14][CH2:13][C:12](=[O:15])[CH2:11][CH2:10]1.[Na+].[Cl-].[NH:18]1[CH2:26][CH2:25][CH:21]([C:22]([NH2:24])=[O:23])[CH2:20][CH2:19]1. Product: [OH:15][C:12]1([CH2:2][N:18]2[CH2:26][CH2:25][CH:21]([C:22]([NH2:24])=[O:23])[CH2:20][CH2:19]2)[CH2:13][CH2:14][O:9][CH2:10][CH2:11]1. The catalyst class is: 382. (8) Reactant: [C:1]([C:3]1[C:4](O)=[N:5][C:6]([CH2:14][CH2:15][CH2:16][C:17]([O:19][CH2:20][CH3:21])=[O:18])=[C:7]([CH:13]=1)[C:8]([O:10][CH2:11][CH3:12])=[O:9])#[N:2].P(Cl)(Cl)([Cl:25])=O.O.COC(C)(C)C. Product: [Cl:25][C:4]1[C:3]([C:1]#[N:2])=[CH:13][C:7]([C:8]([O:10][CH2:11][CH3:12])=[O:9])=[C:6]([CH2:14][CH2:15][CH2:16][C:17]([O:19][CH2:20][CH3:21])=[O:18])[N:5]=1. The catalyst class is: 10. (9) Reactant: [Br:1][C:2]1[CH:11]=[CH:10][C:9]2[O:8][C@H:7]3[CH2:12][CH2:13][CH2:14][O:15][C@@H:6]3[C@:5]3([C:19](=[O:20])[N:18]([CH3:21])[C:17](=S)[NH:16]3)[C:4]=2[CH:3]=1.CO.C(OO)(C)(C)C.[OH-].[NH4+:32]. The catalyst class is: 25. Product: [NH2:32][C:17]1[N:18]([CH3:21])[C:19](=[O:20])[C@:5]2([N:16]=1)[C:4]1[CH:3]=[C:2]([Br:1])[CH:11]=[CH:10][C:9]=1[O:8][C@H:7]1[CH2:12][CH2:13][CH2:14][O:15][C@H:6]21.